Predict which catalyst facilitates the given reaction. From a dataset of Catalyst prediction with 721,799 reactions and 888 catalyst types from USPTO. Reactant: [NH:1]1[CH2:6][CH2:5][CH:4]([CH2:7][O:8][C:9]2[CH:18]=[CH:17][CH:16]=[C:15]3[C:10]=2[C:11]([NH2:20])=[N:12][C:13]([NH2:19])=[N:14]3)[CH2:3][CH2:2]1.CN1CCOCC1.[F:28][C:29]1[CH:30]=[C:31]([CH:35]=[CH:36][C:37]=1[F:38])[C:32](Cl)=[O:33].C(O)C(N)(CO)CO. Product: [NH2:19][C:13]1[N:12]=[C:11]([NH2:20])[C:10]2[C:15](=[CH:16][CH:17]=[CH:18][C:9]=2[O:8][CH2:7][CH:4]2[CH2:5][CH2:6][N:1]([C:32]([C:31]3[CH:35]=[CH:36][C:37]([F:38])=[C:29]([F:28])[CH:30]=3)=[O:33])[CH2:2][CH2:3]2)[N:14]=1. The catalyst class is: 9.